Dataset: Forward reaction prediction with 1.9M reactions from USPTO patents (1976-2016). Task: Predict the product of the given reaction. (1) Given the reactants [CH2:1]([CH:3]([NH:6][C:7]1[CH:12]=[C:11]([CH3:13])[N:10]=[C:9]([O:14][C:15]2[C:20]([CH3:21])=[CH:19][C:18]([CH3:22])=[CH:17][C:16]=2[CH3:23])[C:8]=1[N+:24]([O-])=O)[CH2:4][CH3:5])[CH3:2], predict the reaction product. The product is: [CH2:1]([CH:3]([NH:6][C:7]1[CH:12]=[C:11]([CH3:13])[N:10]=[C:9]([O:14][C:15]2[C:20]([CH3:21])=[CH:19][C:18]([CH3:22])=[CH:17][C:16]=2[CH3:23])[C:8]=1[NH2:24])[CH2:4][CH3:5])[CH3:2]. (2) Given the reactants [N:1]([C:8]([O:10][CH2:11][CH3:12])=[O:9])=[N:1][C:8]([O:10][CH2:11][CH3:12])=[O:9].O[C:14]1C(C)=[CH:22][C:21]([I:25])=[CH:20][C:15]=1C(NO)=O.C1C=CC(P(C2C=CC=CC=2)C2C=CC=CC=2)=CC=1, predict the reaction product. The product is: [I:25][C:21]1[CH:20]=[C:15]([CH3:14])[C:11]2[O:10][C:8](=[O:9])[NH:1][C:12]=2[CH:22]=1. (3) Given the reactants [CH3:1][O:2][C:3]1[CH:4]=[C:5]([CH2:10][C:11]([O:13][CH2:14][CH3:15])=[O:12])[CH:6]=[C:7]([CH3:9])[CH:8]=1.[CH:16](OCC)=[O:17].CCO.O, predict the reaction product. The product is: [O:17]=[CH:16][CH:10]([C:5]1[CH:6]=[C:7]([CH3:9])[CH:8]=[C:3]([O:2][CH3:1])[CH:4]=1)[C:11]([O:13][CH2:14][CH3:15])=[O:12]. (4) Given the reactants C([N:4]1[CH2:13][CH2:12][C:11]2[C:6](=[CH:7][C:8]([C:14]3[NH:41][C:17]4=[N:18][CH:19]=[CH:20][C:21]([C:22]5[C:23]([C:29]6[CH:34]=[CH:33][C:32]([NH:35][C:36](=[O:40])[N:37]([CH3:39])[CH3:38])=[CH:31][CH:30]=6)=[N:24][N:25]([CH2:27][CH3:28])[CH:26]=5)=[C:16]4[CH:15]=3)=[CH:9][CH:10]=2)[CH2:5]1)(=O)C, predict the reaction product. The product is: [CH2:27]([N:25]1[CH:26]=[C:22]([C:21]2[CH:20]=[CH:19][N:18]=[C:17]3[NH:41][C:14]([C:8]4[CH:7]=[C:6]5[C:11]([CH2:12][CH2:13][NH:4][CH2:5]5)=[CH:10][CH:9]=4)=[CH:15][C:16]=23)[C:23]([C:29]2[CH:34]=[CH:33][C:32]([NH:35][C:36](=[O:40])[N:37]([CH3:39])[CH3:38])=[CH:31][CH:30]=2)=[N:24]1)[CH3:28]. (5) Given the reactants [Br:1][C:2]1[CH:3]=[CH:4][C:5]([F:24])=[C:6]([C:8]([NH:17][S@@](C(C)(C)C)=O)([CH3:16])[CH2:9][C:10]2[CH2:15][CH2:14][CH2:13][CH2:12][CH:11]=2)[CH:7]=1.Cl, predict the reaction product. The product is: [Br:1][C:2]1[CH:3]=[CH:4][C:5]([F:24])=[C:6]([C:8]([NH2:17])([CH3:16])[CH2:9][C:10]2[CH2:15][CH2:14][CH2:13][CH2:12][CH:11]=2)[CH:7]=1. (6) The product is: [CH2:13]([O:15][C:16]([C@H:18]1[CH2:23][CH2:22][C@@H:21]([NH:24][C:2]2[N:7]=[C:6]([N:8]([CH3:10])[CH3:9])[CH:5]=[C:4]([CH3:11])[N:3]=2)[CH2:20][CH2:19]1)=[O:17])[CH3:14]. Given the reactants Cl[C:2]1[N:7]=[C:6]([N:8]([CH3:10])[CH3:9])[CH:5]=[C:4]([CH3:11])[N:3]=1.Cl.[CH2:13]([O:15][C:16]([C@H:18]1[CH2:23][CH2:22][C@@H:21]([NH2:24])[CH2:20][CH2:19]1)=[O:17])[CH3:14].CCN(C(C)C)C(C)C, predict the reaction product. (7) Given the reactants [CH2:1]([C:5]1[CH:11]=[CH:10][C:8]([NH2:9])=[CH:7][CH:6]=1)[CH2:2][CH2:3][CH3:4].[C:12](OC(=O)C)(=[O:14])[CH3:13], predict the reaction product. The product is: [CH2:1]([C:5]1[CH:6]=[CH:7][C:8]([NH:9][C:12](=[O:14])[CH3:13])=[CH:10][CH:11]=1)[CH2:2][CH2:3][CH3:4]. (8) Given the reactants [Cl:1][C:2]1[C:7]([C:8]([O:10][CH2:11][CH3:12])=[O:9])=[C:6]([CH:13]=O)[N:5]=[C:4]([Cl:15])[CH:3]=1.[NH:16]([C:18]([O:20][C:21]([CH3:24])([CH3:23])[CH3:22])=[O:19])[NH2:17], predict the reaction product. The product is: [C:21]([O:20][C:18]([NH:16][N:17]=[CH:13][C:6]1[N:5]=[C:4]([Cl:15])[CH:3]=[C:2]([Cl:1])[C:7]=1[C:8]([O:10][CH2:11][CH3:12])=[O:9])=[O:19])([CH3:24])([CH3:23])[CH3:22]. (9) Given the reactants [OH:1][CH:2]1[CH:7]([C:8]2[CH:13]=[CH:12][C:11]([O:14][CH2:15][CH2:16][CH2:17][O:18][CH2:19][C:20]3[CH:25]=[CH:24][CH:23]=[CH:22][C:21]=3[O:26][CH3:27])=[CH:10][CH:9]=2)[CH2:6][CH2:5][N:4]([C:28]([O:30][C:31]([CH3:34])([CH3:33])[CH3:32])=[O:29])[CH2:3]1.[CH2:35]([O:38][C:39]1[CH:44]=[C:43]([CH2:45]Cl)[CH:42]=[CH:41][C:40]=1[Cl:47])[CH:36]=[CH2:37], predict the reaction product. The product is: [CH2:35]([O:38][C:39]1[CH:44]=[C:43]([CH:42]=[CH:41][C:40]=1[Cl:47])[CH2:45][O:1][CH:2]1[CH:7]([C:8]2[CH:13]=[CH:12][C:11]([O:14][CH2:15][CH2:16][CH2:17][O:18][CH2:19][C:20]3[CH:25]=[CH:24][CH:23]=[CH:22][C:21]=3[O:26][CH3:27])=[CH:10][CH:9]=2)[CH2:6][CH2:5][N:4]([C:28]([O:30][C:31]([CH3:34])([CH3:33])[CH3:32])=[O:29])[CH2:3]1)[CH:36]=[CH2:37]. (10) The product is: [C:6]([O:10][C:11](=[O:32])[NH:12][C:13]([C:15]1[S:16][C:17]([S:30][CH3:31])=[C:18]([S:20]([C:23]2[CH:28]=[CH:27][CH:26]=[C:25]([CH:40]=[O:41])[CH:24]=2)(=[O:22])=[O:21])[CH:19]=1)=[NH:14])([CH3:9])([CH3:8])[CH3:7]. Given the reactants C([Mg]Cl)(C)C.[C:6]([O:10][C:11](=[O:32])[NH:12][C:13]([C:15]1[S:16][C:17]([S:30][CH3:31])=[C:18]([S:20]([C:23]2[CH:28]=[CH:27][CH:26]=[C:25](Br)[CH:24]=2)(=[O:22])=[O:21])[CH:19]=1)=[NH:14])([CH3:9])([CH3:8])[CH3:7].[Li]CCCC.CN(C)[CH:40]=[O:41], predict the reaction product.